From a dataset of Drug-target binding data from BindingDB using IC50 measurements. Regression. Given a target protein amino acid sequence and a drug SMILES string, predict the binding affinity score between them. We predict pIC50 (pIC50 = -log10(IC50 in M); higher means more potent). Dataset: bindingdb_ic50. (1) The drug is O=C(CCC(F)(F)F)N1CC[C@@H](c2nc(-c3cccs3)no2)C1. The target protein (P9WMC1) has sequence MTTSAASQASLPRGRRTARPSGDDRELAILATAENLLEDRPLADISVDDLAKGAGISRPTFYFYFPSKEAVLLTLLDRVVNQADMALQTLAENPADTDRENMWRTGINVFFETFGSHKAVTRAGQAARATSVEVAELWSTFMQKWIAYTAAVIDAERDRGAAPRTLPAHELATALNLMNERTLFASFAGEQPSVPEARVLDTLVHIWVTSIYGENR. The pIC50 is 5.7. (2) The compound is Nc1ccc(CCNc2nc(Nc3ccc(CCNc4nc(NCCO)nc(Nc5cccc(N)c5)n4)cc3)nc(Nc3cccc(N)c3)n2)cc1. The target protein (P12318) has sequence MTMETQMSQNVCPRNLWLLQPLTVLLLLASADSQAAAPPKAVLKLEPPWINVLQEDSVTLTCQGARSPESDSIQWFHNGNLIPTHTQPSYRFKANNNDSGEYTCQTGQTSLSDPVHLTVLSEWLVLQTPHLEFQEGETIMLRCHSWKDKPLVKVTFFQNGKSQKFSHLDPTFSIPQANHSHSGDYHCTGNIGYTLFSSKPVTITVQVPSMGSSSPMGIIVAVVIATAVAAIVAAVVALIYCRKKRISANSTDPVKAAQFEPPGRQMIAIRKRQLEETNNDYETADGGYMTLNPRAPTDDDKNIYLTLPPNDHVNSNN. The pIC50 is 4.9. (3) The compound is CC[C@H](N)C(=O)N[C@H]1CCC[C@H]2CC[C@@H](C(=O)NC(c3ccccc3)c3ccccc3)N2C1=O. The target protein (Q13489) has sequence MNIVENSIFLSNLMKSANTFELKYDLSCELYRMSTYSTFPAGVPVSERSLARAGFYYTGVNDKVKCFCCGLMLDNWKRGDSPTEKHKKLYPSCRFVQSLNSVNNLEATSQPTFPSSVTNSTHSLLPGTENSGYFRGSYSNSPSNPVNSRANQDFSALMRSSYHCAMNNENARLLTFQTWPLTFLSPTDLAKAGFYYIGPGDRVACFACGGKLSNWEPKDNAMSEHLRHFPKCPFIENQLQDTSRYTVSNLSMQTHAARFKTFFNWPSSVLVNPEQLASAGFYYVGNSDDVKCFCCDGGLRCWESGDDPWVQHAKWFPRCEYLIRIKGQEFIRQVQASYPHLLEQLLSTSDSPGDENAESSIIHFEPGEDHSEDAIMMNTPVINAAVEMGFSRSLVKQTVQRKILATGENYRLVNDLVLDLLNAEDEIREEERERATEEKESNDLLLIRKNRMALFQHLTCVIPILDSLLTAGIINEQEHDVIKQKTQTSLQARELIDTIL.... The pIC50 is 6.3. (4) The drug is NC(=O)c1ccc(NCc2ccccc2)nc1. The target protein (P43912) has sequence MWIGVISLFPEMFKAITEFGVTGRAVKHNLLKVECWNPRDFTFDKHKTVDDRPYGGGPGMLMMVQPLRDAIHTAKAAAGEGAKVIYLSPQGRKLDQGGVTELAQNQKLILVCGRYEGIDERLIQTEIDEEWSIGDYVLTGGELPAMTLIDAVARFIPGVLGKQASAEEDSFADGLLDCPHYTRPEVLEGLTVPPVLMSGHHEEIRKWRLKQSLQRTWLRRPELLEGLALTDEQRKLLKEAQAEHNS. The pIC50 is 5.5. (5) The compound is Cc1cc(=O)[nH]c2cc(-c3ccccc3F)ccc12. The target protein sequence is MAPKPKPWVQTEGPEKKKGRQAGREEDPFRSTAEALKAIPAEKRIIRVDPTCPLSSNPGTQVYEDYNCTLNQTNIENNNNKFYIIQLLQDSNRFFTCWNHWGRVGEVGQSKINHFTRLEDAKKDFEKKFREKTKNNWAERDHFVSHPGKYTLIEVQAEDEAQEAVVKVDRGPVRTVTKRVQPCSLDPATQKLITNIFSKEMFKNTMALMDLDVKKMPLGKLSKQQIARGFEALEALEEALKGPTDGGQSLEELSSHFYTVIPHNFGHSQPPPINSPELLQAKKDMLLVLADIELAQALQAVSEQEKTVEEVPHPLDRDYQLLKCQLQLLDSGAPEYKVIQTYLEQTGSNHRCPTLQHIWKVNQEGEEDRFQAHSKLGNRKLLWHGTNMAVVAAILTSGLRIMPHSGGRVGKGIYFASENSKSAGYVIGMKCGAHHVGYMFLGEVALGREHHINTDNPSLKSPPPGFDSVIARGHTEPDPTQDTELELDGQQVVVPQGQPV.... The pIC50 is 5.0.